From a dataset of Forward reaction prediction with 1.9M reactions from USPTO patents (1976-2016). Predict the product of the given reaction. (1) Given the reactants Br[C:2]1[CH:3]=[C:4]([CH:26]=[CH:27][CH:28]=1)[CH2:5][N:6]1[C:10](=[O:11])[N:9]([CH2:12][CH:13]([OH:18])[C:14]([F:17])([F:16])[F:15])[C:8]([C:19]2[CH:24]=[CH:23][C:22]([Cl:25])=[CH:21][CH:20]=2)=[N:7]1.[Cl:29][C:30]1[CH:35]=[CH:34][CH:33]=[CH:32][C:31]=1B(O)O.C(=O)([O-])[O-].[Na+].[Na+], predict the reaction product. The product is: [Cl:29][C:30]1[CH:35]=[CH:34][CH:33]=[CH:32][C:31]=1[C:2]1[CH:28]=[CH:27][CH:26]=[C:4]([CH2:5][N:6]2[C:10](=[O:11])[N:9]([CH2:12][CH:13]([OH:18])[C:14]([F:15])([F:17])[F:16])[C:8]([C:19]3[CH:24]=[CH:23][C:22]([Cl:25])=[CH:21][CH:20]=3)=[N:7]2)[CH:3]=1. (2) Given the reactants [C:1]([C:3]1[CH:8]=[CH:7][C:6]([N:9]([CH3:16])[CH2:10][CH2:11][CH2:12][N:13]([CH3:15])[CH3:14])=[C:5]([N+:17]([O-])=O)[CH:4]=1)#[CH:2].CCO.Cl, predict the reaction product. The product is: [CH3:15][N:13]([CH3:14])[CH2:12][CH2:11][CH2:10][N:9]([CH3:16])[C:6]1[C:5]([NH2:17])=[CH:4][C:3]([C:1]#[CH:2])=[CH:8][CH:7]=1. (3) Given the reactants [I:1][C:2]1[C:10]2[C:5](=[N:6][CH:7]=[C:8]([C:11]3[CH:16]=[C:15]([O:17][CH3:18])[C:14]([O:19][CH3:20])=[C:13]([O:21][CH3:22])[CH:12]=3)[N:9]=2)[NH:4][CH:3]=1.[H-].[Na+].[CH3:25][C:26]1[CH:31]=[CH:30][C:29]([S:32](Cl)(=[O:34])=[O:33])=[CH:28][CH:27]=1, predict the reaction product. The product is: [I:1][C:2]1[C:10]2[C:5](=[N:6][CH:7]=[C:8]([C:11]3[CH:16]=[C:15]([O:17][CH3:18])[C:14]([O:19][CH3:20])=[C:13]([O:21][CH3:22])[CH:12]=3)[N:9]=2)[N:4]([S:32]([C:29]2[CH:30]=[CH:31][C:26]([CH3:25])=[CH:27][CH:28]=2)(=[O:34])=[O:33])[CH:3]=1. (4) Given the reactants [BH4-].[Na+].[CH2:3]([C:6]1[N:7]([CH2:19][CH2:20][CH2:21][CH:22]=[O:23])[C:8]2[C:17]3[CH:16]=[CH:15][CH:14]=[CH:13][C:12]=3[N:11]=[CH:10][C:9]=2[N:18]=1)[CH2:4][CH3:5].C(=O)(O)[O-].[Na+], predict the reaction product. The product is: [CH2:3]([C:6]1[N:7]([CH2:19][CH2:20][CH2:21][CH2:22][OH:23])[C:8]2[C:17]3[CH:16]=[CH:15][CH:14]=[CH:13][C:12]=3[N:11]=[CH:10][C:9]=2[N:18]=1)[CH2:4][CH3:5]. (5) Given the reactants [Cl:1][C:2]1[CH:3]=[C:4]([NH:8][C:9]2[CH:14]=[CH:13][N:12]3[N:15]=[CH:16][C:17](C=O)=[C:11]3[N:10]=2)[CH:5]=[CH:6][CH:7]=1.[F:20][C:21]1[CH:22]=[C:23]2[C:27](=[CH:28][CH:29]=1)[NH:26][C:25](=[O:30])[CH2:24]2.N1CCCC[CH2:32]1, predict the reaction product. The product is: [Cl:1][C:2]1[CH:3]=[C:4]([NH:8][C:9]2[CH:14]=[CH:13][N:12]3[N:15]=[CH:16][C:17]([N:26]4[C:27]5[C:23](=[CH:22][C:21]([F:20])=[CH:29][CH:28]=5)[C:24](=[CH2:32])[C:25]4=[O:30])=[C:11]3[N:10]=2)[CH:5]=[CH:6][CH:7]=1.